Dataset: Full USPTO retrosynthesis dataset with 1.9M reactions from patents (1976-2016). Task: Predict the reactants needed to synthesize the given product. (1) Given the product [Br:9][C:10]1[CH:11]=[C:12]([CH2:16][CH2:17][CH2:18][O:19][Si:1]([C:4]([CH3:7])([CH3:6])[CH3:5])([CH3:3])[CH3:2])[CH:13]=[CH:14][CH:15]=1, predict the reactants needed to synthesize it. The reactants are: [Si:1](Cl)([C:4]([CH3:7])([CH3:6])[CH3:5])([CH3:3])[CH3:2].[Br:9][C:10]1[CH:11]=[C:12]([CH2:16][CH2:17][CH2:18][OH:19])[CH:13]=[CH:14][CH:15]=1.C(N(CC)CC)C. (2) Given the product [C:13]([CH2:14][NH:1][C:2]1[CH:3]=[C:4]([CH:9]=[CH:10][C:11]=1[CH3:12])[C:5]([O:7][CH3:8])=[O:6])#[N:16], predict the reactants needed to synthesize it. The reactants are: [NH2:1][C:2]1[CH:3]=[C:4]([CH:9]=[CH:10][C:11]=1[CH3:12])[C:5]([O:7][CH3:8])=[O:6].[CH:13]([N:16](CC)C(C)C)(C)[CH3:14].BrCC#N.O. (3) Given the product [N:12]([CH:15]([CH2:21][CH2:22][NH:26][CH2:11][CH2:10][CH2:2][C:3]([O:5][C:6]([CH3:9])([CH3:8])[CH3:7])=[O:4])[C:16]([O:18][CH2:19][CH3:20])=[O:17])=[N+:13]=[N-:14], predict the reactants needed to synthesize it. The reactants are: N[CH:2]([CH2:10][CH3:11])[C:3]([O:5][C:6]([CH3:9])([CH3:8])[CH3:7])=[O:4].[N:12]([CH:15]([CH2:21][CH2:22]Br)[C:16]([O:18][CH2:19][CH3:20])=[O:17])=[N+:13]=[N-:14].C([N:26](CC)CC)C. (4) Given the product [Cl:1][C:2]1[N:3]=[CH:4][C:5]2[N:11]([CH3:21])[C:10](=[O:12])[CH:9]([CH3:13])[CH:8]([CH3:14])[N:7]([CH:15]3[CH2:16][CH2:17][CH2:18][CH2:19]3)[C:6]=2[N:20]=1, predict the reactants needed to synthesize it. The reactants are: [Cl:1][C:2]1[N:3]=[CH:4][C:5]2[NH:11][C:10](=[O:12])[CH:9]([CH3:13])[CH:8]([CH3:14])[N:7]([CH:15]3[CH2:19][CH2:18][CH2:17][CH2:16]3)[C:6]=2[N:20]=1.[CH3:21]N(C)C(=O)C.IC.[H-].[Na+]. (5) Given the product [F:21][C:19]([C:15]1[CH:14]=[C:13]([CH:18]=[CH:17][CH:16]=1)[CH2:12][CH:2]([NH:1][C:34]([C:23]1[CH:24]=[CH:25][CH:26]=[C:27]2[CH2:33][CH2:32][CH2:31][CH:30]=[CH:29][C:28]=12)=[O:35])[CH:3]([C:5]1[CH:10]=[CH:9][C:8]([F:11])=[CH:7][CH:6]=1)[OH:4])([F:22])[CH3:20], predict the reactants needed to synthesize it. The reactants are: [NH2:1][CH:2]([CH2:12][C:13]1[CH:18]=[CH:17][CH:16]=[C:15]([C:19]([F:22])([F:21])[CH3:20])[CH:14]=1)[CH:3]([C:5]1[CH:10]=[CH:9][C:8]([F:11])=[CH:7][CH:6]=1)[OH:4].[C:23]1([C:34](O)=[O:35])[CH:24]=[CH:25][CH:26]=[C:27]2[CH2:33][CH2:32][CH2:31][CH:30]=[CH:29][C:28]=12.O.ON1C2C=CC=CC=2N=N1.Cl.C(N=C=NCCCN(C)C)C. (6) Given the product [CH3:18][O:19][C:20]1[CH:21]=[C:22]([CH:26]=[CH:27][C:28]=1[O:29][CH3:30])[C:23]([NH:16][C:12]1[CH:13]=[CH:14][CH:15]=[C:10]([C:8]2[O:9][C:5]3[CH:4]=[CH:3][C:2]([CH3:1])=[CH:17][C:6]=3[N:7]=2)[CH:11]=1)=[O:24], predict the reactants needed to synthesize it. The reactants are: [CH3:1][C:2]1[CH:3]=[CH:4][C:5]2[O:9][C:8]([C:10]3[CH:11]=[C:12]([NH2:16])[CH:13]=[CH:14][CH:15]=3)=[N:7][C:6]=2[CH:17]=1.[CH3:18][O:19][C:20]1[CH:21]=[C:22]([CH:26]=[CH:27][C:28]=1[O:29][CH3:30])[C:23](Cl)=[O:24]. (7) Given the product [Cl:17][C:14]1[CH:13]=[CH:12][C:11]([CH2:10][N:7]([O:8][CH3:9])[C:6]([C:5]2[CH2:29][N:30]([CH3:31])[C:3](=[O:20])[C:4]=2[OH:19])=[O:18])=[CH:16][CH:15]=1, predict the reactants needed to synthesize it. The reactants are: CO[C:3](=[O:20])[C:4]([OH:19])=[CH:5][C:6](=[O:18])[N:7]([CH2:10][C:11]1[CH:16]=[CH:15][C:14]([Cl:17])=[CH:13][CH:12]=1)[O:8][CH3:9].C=O.CN.ClC1C=C(C=CC=1Cl)[CH2:29][N:30](C)[C:31](C1CN(C)C(=O)C=1O)=O. (8) Given the product [CH3:44][O:43][C:39]1[CH:38]=[C:37]([C:33](=[CH:34][CH3:35])[C@@H:32]([CH3:45])[CH2:31][N:30]([CH3:46])[CH3:29])[CH:42]=[CH:41][CH:40]=1, predict the reactants needed to synthesize it. The reactants are: CC[C@H]([C@H](CN(C)C)C)C1C=CC=C(O)C=1.COC1C=C(C(=O)CC)C=CC=1.[CH3:29][N:30]([CH3:46])[CH2:31][C@H:32]([CH3:45])[C@:33]([C:37]1[CH:42]=[CH:41][CH:40]=[C:39]([O:43][CH3:44])[CH:38]=1)(O)[CH2:34][CH3:35]. (9) The reactants are: [CH3:1][C:2]1[CH:7]=[CH:6][C:5]([C:8]2[O:9][C:10]([CH3:13])=[N:11][N:12]=2)=[CH:4][C:3]=1[C:14]1[CH:19]=[CH:18][C:17]([C:20](O)=[O:21])=[CH:16][CH:15]=1.[CH:23]1([NH:29][CH2:30][CH3:31])[CH2:28][CH2:27][CH2:26][CH2:25][CH2:24]1. Given the product [CH:23]1([N:29]([CH2:30][CH3:31])[C:20]([C:17]2[CH:16]=[CH:15][C:14]([C:3]3[CH:4]=[C:5]([C:8]4[O:9][C:10]([CH3:13])=[N:11][N:12]=4)[CH:6]=[CH:7][C:2]=3[CH3:1])=[CH:19][CH:18]=2)=[O:21])[CH2:28][CH2:27][CH2:26][CH2:25][CH2:24]1, predict the reactants needed to synthesize it.